The task is: Binary Classification. Given a T-cell receptor sequence (or CDR3 region) and an epitope sequence, predict whether binding occurs between them.. This data is from TCR-epitope binding with 47,182 pairs between 192 epitopes and 23,139 TCRs. (1) The epitope is FSKQLQQSM. The TCR CDR3 sequence is CASSLSPLWAQYF. Result: 1 (the TCR binds to the epitope). (2) The epitope is LLFNKVTLA. The TCR CDR3 sequence is CASSLIGQGLGDEQFF. Result: 0 (the TCR does not bind to the epitope). (3) The epitope is ITEEVGHTDLMAAY. The TCR CDR3 sequence is CASSSLPIGAEAFF. Result: 0 (the TCR does not bind to the epitope). (4) The epitope is KRWIILGLNK. The TCR CDR3 sequence is CSVAQATYNEQFF. Result: 0 (the TCR does not bind to the epitope). (5) The epitope is LEPLVDLPI. The TCR CDR3 sequence is CASSLLGQETQYF. Result: 1 (the TCR binds to the epitope). (6) The epitope is KLSALGINAV. The TCR CDR3 sequence is CAISEDRALVSYTF. Result: 0 (the TCR does not bind to the epitope). (7) The epitope is YLDAYNMMI. The TCR CDR3 sequence is CSAWTPDTGELFF. Result: 1 (the TCR binds to the epitope). (8) The epitope is ISPRTLNAW. The TCR CDR3 sequence is CASSLEISGDQETQYF. Result: 0 (the TCR does not bind to the epitope). (9) The epitope is NQKLIANQF. The TCR CDR3 sequence is CASSFLAGGITDTQYF. Result: 0 (the TCR does not bind to the epitope).